Dataset: Reaction yield outcomes from USPTO patents with 853,638 reactions. Task: Predict the reaction yield, written as a fraction of the theoretical maximum amount of product (1.0 means a 100% yield; for example, 0.34 means a 34% yield). (1) The reactants are [C:1]([C:3]1[CH:8]=[CH:7][C:6]([C:9]2[N:14]=[C:13]3[NH:15][N:16]=[CH:17][C:12]3=[C:11]([C:18]3[O:19][CH:20]=[CH:21][CH:22]=3)[C:10]=2[C:23]#[N:24])=[CH:5][CH:4]=1)#N.[OH-:25].[K+].C[OH:28].Cl. The catalyst is O1CCOCC1.O. The product is [C:23]([C:10]1[C:11]([C:18]2[O:19][CH:20]=[CH:21][CH:22]=2)=[C:12]2[CH:17]=[N:16][NH:15][C:13]2=[N:14][C:9]=1[C:6]1[CH:5]=[CH:4][C:3]([C:1]([OH:28])=[O:25])=[CH:8][CH:7]=1)#[N:24]. The yield is 0.170. (2) The reactants are COC1C=CC(CN(CC2C=CC(OC)=CC=2)C2N=CC(C3C4CCNC=4N=C(N4CCOCC4)N=3)=CN=2)=CC=1.N1C=CC=CC=1.ClC(Cl)(O[C:51](=O)[O:52][C:53](Cl)(Cl)Cl)Cl.NC1C(F)=CC(C(N2CCN(CC)CC2)=O)=CC=1F.[CH2:78]([N:80]1[CH2:85][CH2:84][N:83]([C:86]([C:88]2[CH:93]=[C:92]([F:94])[C:91]([NH:95][C:96]([N:98]3[C:102]4[N:103]=[C:104]([N:132]5[CH2:137]COC[CH2:133]5)[N:105]=[C:106]([C:107]5[CH:108]=[N:109][C:110]([N:113](CC6C=CC(OC)=CC=6)CC6C=CC(OC)=CC=6)=[N:111][CH:112]=5)[C:101]=4[CH2:100][CH2:99]3)=[O:97])=[C:90]([F:138])[CH:89]=2)=[O:87])[CH2:82][CH2:81]1)[CH3:79].C(N[C@H](C(O)=O)CS)(=O)C. The catalyst is ClCCl.C(O)(C(F)(F)F)=O. The product is [CH2:78]([N:80]1[CH2:85][CH2:84][N:83]([C:86]([C:88]2[CH:89]=[C:90]([F:138])[C:91]([NH:95][C:96]([N:98]3[C:102]4[N:103]=[C:104]([N:132]5[CH2:137][CH2:51][O:52][CH2:53][CH2:133]5)[N:105]=[C:106]([C:107]5[CH:112]=[N:111][C:110]([NH2:113])=[N:109][CH:108]=5)[C:101]=4[CH2:100][CH2:99]3)=[O:97])=[C:92]([F:94])[CH:93]=2)=[O:87])[CH2:82][CH2:81]1)[CH3:79]. The yield is 0.510. (3) The reactants are [O:1]=[C:2]1[CH2:10][C:9]2[C:4](=[CH:5][CH:6]=[C:7]([C:11]#[N:12])[CH:8]=2)[NH:3]1.Cl[C:14]1[CH:23]=[CH:22][C:21]2[CH:20]([O:24][CH3:25])[CH2:19][CH2:18][CH2:17][C:16]=2[N:15]=1.C([O-])([O-])=O.[K+].[K+].CC(C1C=C(C(C)C)C(C2C=CC=CC=2P(C2CCCCC2)C2CCCCC2)=C(C(C)C)C=1)C. The catalyst is C(OCC)(=O)C.C1C=CC(/C=C/C(/C=C/C2C=CC=CC=2)=O)=CC=1.C1C=CC(/C=C/C(/C=C/C2C=CC=CC=2)=O)=CC=1.C1C=CC(/C=C/C(/C=C/C2C=CC=CC=2)=O)=CC=1.[Pd].[Pd].O1CCCC1. The product is [CH3:25][O:24][CH:20]1[CH2:19][CH2:18][CH2:17][C:16]2[N:15]=[C:14]([CH:10]3[C:9]4[C:4](=[CH:5][CH:6]=[C:7]([C:11]#[N:12])[CH:8]=4)[NH:3][C:2]3=[O:1])[CH:23]=[CH:22][C:21]1=2. The yield is 0.220. (4) The reactants are [CH2:1]([S:12][CH2:13][CH2:14][C:15]([O:17][CH3:18])=[O:16])[CH2:2][CH2:3][CH2:4][CH2:5][CH2:6][CH2:7][CH2:8][CH2:9][C:10]#[CH:11].[CH3:19][C:20]1[CH:25]=[CH:24][C:23]([S:26]([O:29][CH2:30][CH2:31][N:32]=[N+:33]=[N-:34])(=[O:28])=[O:27])=[CH:22][CH:21]=1.C(N(CC)C(C)C)(C)C. The catalyst is C(Cl)(Cl)Cl.[Cu]I. The product is [S:26]([O:29][CH2:30][CH2:31][N:32]1[CH:11]=[C:10]([CH2:9][CH2:8][CH2:7][CH2:6][CH2:5][CH2:4][CH2:3][CH2:2][CH2:1][S:12][CH2:13][CH2:14][C:15]([O:17][CH3:18])=[O:16])[N:34]=[N:33]1)([C:23]1[CH:22]=[CH:21][C:20]([CH3:19])=[CH:25][CH:24]=1)(=[O:28])=[O:27]. The yield is 0.870.